Dataset: Forward reaction prediction with 1.9M reactions from USPTO patents (1976-2016). Task: Predict the product of the given reaction. (1) Given the reactants [Cl:1][C:2]1[CH:7]=[CH:6][C:5]([N:8]2[C:17](=[O:18])[C:16]3[C:11](=[CH:12][C:13]([N+:19]([O-])=O)=[CH:14][CH:15]=3)[N:10]=[C:9]2[CH:22]([CH3:24])[CH3:23])=[CH:4][CH:3]=1.Cl, predict the reaction product. The product is: [NH2:19][C:13]1[CH:12]=[C:11]2[C:16]([C:17](=[O:18])[N:8]([C:5]3[CH:6]=[CH:7][C:2]([Cl:1])=[CH:3][CH:4]=3)[C:9]([CH:22]([CH3:24])[CH3:23])=[N:10]2)=[CH:15][CH:14]=1. (2) Given the reactants Br[C:2]1[CH:7]=[C:6]([Cl:8])[CH:5]=[CH:4][C:3]=1[NH:9][C:10](=O)[CH2:11][CH3:12].[NH2:14][C:15]1[C:16]([CH3:25])=[C:17]([CH:22]=[CH:23][CH:24]=1)[C:18]([O:20][CH3:21])=[O:19].C1C=CC(P(C2C(OC3C(P(C4C=CC=CC=4)C4C=CC=CC=4)=CC=CC=3)=CC=CC=2)C2C=CC=CC=2)=CC=1.P([O-])([O-])([O-])=O.[K+].[K+].[K+], predict the reaction product. The product is: [Cl:8][C:6]1[CH:5]=[CH:4][C:3]2[N:9]=[C:10]([CH2:11][CH3:12])[N:14]([C:15]3[C:16]([CH3:25])=[C:17]([CH:22]=[CH:23][CH:24]=3)[C:18]([O:20][CH3:21])=[O:19])[C:2]=2[CH:7]=1. (3) Given the reactants C(O[C:6]([N:8]1[CH2:13][CH2:12][CH:11]([NH:14][C:15](=[O:25])[CH2:16][C:17]2[CH:22]=[CH:21][C:20]([O:23][CH3:24])=[CH:19][CH:18]=2)[CH2:10][CH2:9]1)=O)(C)(C)C.[CH3:26][C:27]1[CH:34]=[CH:33][C:30]([CH:31]=O)=[CH:29][CH:28]=1.[BH4-].C(O[C:40](=O)[CH3:41])(=O)C, predict the reaction product. The product is: [CH3:26][C:27]1[CH:34]=[CH:33][C:30]([CH2:31][N:14]([CH:11]2[CH2:10][CH2:9][N:8]([CH2:6][C:11]3[CH:12]=[CH:13][C:40]([CH3:41])=[CH:9][CH:10]=3)[CH2:13][CH2:12]2)[C:15](=[O:25])[CH2:16][C:17]2[CH:18]=[CH:19][C:20]([O:23][CH3:24])=[CH:21][CH:22]=2)=[CH:29][CH:28]=1.